From a dataset of TCR-epitope binding with 47,182 pairs between 192 epitopes and 23,139 TCRs. Binary Classification. Given a T-cell receptor sequence (or CDR3 region) and an epitope sequence, predict whether binding occurs between them. (1) The epitope is ITEEVGHTDLMAAY. The TCR CDR3 sequence is CASSPRDRRTWNEQFF. Result: 0 (the TCR does not bind to the epitope). (2) The epitope is YLQPRTFLL. The TCR CDR3 sequence is CASSLDVEQYF. Result: 1 (the TCR binds to the epitope). (3) Result: 0 (the TCR does not bind to the epitope). The TCR CDR3 sequence is CAIGGNTEAFF. The epitope is AVFDRKSDAK. (4) The epitope is RAKFKQLL. The TCR CDR3 sequence is CASSSGDTGELFF. Result: 1 (the TCR binds to the epitope). (5) The epitope is YLDAYNMMI. The TCR CDR3 sequence is CASRYQGPYEQYF. Result: 0 (the TCR does not bind to the epitope). (6) The epitope is NLWNTFTRL. The TCR CDR3 sequence is CASSDDLKETQYF. Result: 1 (the TCR binds to the epitope). (7) The epitope is LSDDAVVCFNSTY. Result: 0 (the TCR does not bind to the epitope). The TCR CDR3 sequence is CATSRDRVAEKLFF.